From a dataset of Full USPTO retrosynthesis dataset with 1.9M reactions from patents (1976-2016). Predict the reactants needed to synthesize the given product. (1) Given the product [NH:40]1[C:39]([CH2:38][NH:37][C:33]([C:30]2[CH:31]=[CH:32][C:27]([C:24]3[CH:25]=[CH:26][C:21]([CH:8]([C:5]4[CH:6]=[CH:7][C:2]([Cl:1])=[CH:3][C:4]=4[CH3:36])[CH2:9]/[C:10](=[N:19]\[OH:20])/[C:11]4[CH:16]=[CH:15][C:14](=[O:17])[N:13]([CH3:18])[CH:12]=4)=[CH:22][CH:23]=3)=[CH:28][CH:29]=2)=[O:35])=[N:43][N:42]=[N:41]1, predict the reactants needed to synthesize it. The reactants are: [Cl:1][C:2]1[CH:7]=[CH:6][C:5]([CH:8]([C:21]2[CH:26]=[CH:25][C:24]([C:27]3[CH:32]=[CH:31][C:30]([C:33]([OH:35])=O)=[CH:29][CH:28]=3)=[CH:23][CH:22]=2)[CH2:9]/[C:10](=[N:19]\[OH:20])/[C:11]2[CH:16]=[CH:15][C:14](=[O:17])[N:13]([CH3:18])[CH:12]=2)=[C:4]([CH3:36])[CH:3]=1.[NH2:37][CH2:38][C:39]1[NH:43][N:42]=[N:41][N:40]=1.CN(C(ON1N=NC2C=CC=NC1=2)=[N+](C)C)C.F[P-](F)(F)(F)(F)F. (2) Given the product [F:1][C:2]([F:30])([C:16]1[CH:17]=[C:18]2[C:23](=[CH:24][CH:25]=1)[C:22]([CH3:26])([CH3:27])[CH2:21][CH2:20][C:19]2([CH3:29])[CH3:28])[C:3]([NH:5][C:6]1[CH:7]=[C:8]([CH:13]=[CH:14][CH:15]=1)[C:9]([OH:11])=[O:10])=[O:4], predict the reactants needed to synthesize it. The reactants are: [F:1][C:2]([F:30])([C:16]1[CH:17]=[C:18]2[C:23](=[CH:24][CH:25]=1)[C:22]([CH3:27])([CH3:26])[CH2:21][CH2:20][C:19]2([CH3:29])[CH3:28])[C:3]([NH:5][C:6]1[CH:7]=[C:8]([CH:13]=[CH:14][CH:15]=1)[C:9]([O:11]C)=[O:10])=[O:4].O.[OH-].[K+]. (3) Given the product [CH2:32]([C:31]1[N:34]=[C:26]([CH:11]2[CH2:12][CH:13]([C:15]3[CH:20]=[CH:19][C:18]([O:21][C:22]([F:25])([F:23])[F:24])=[CH:17][CH:16]=3)[CH2:14][N:9]([C:7]([N:1]3[CH2:6][CH2:5][O:4][CH2:3][CH2:2]3)=[O:8])[CH2:10]2)[O:27][N:30]=1)[CH3:33], predict the reactants needed to synthesize it. The reactants are: [N:1]1([C:7]([N:9]2[CH2:14][CH:13]([C:15]3[CH:20]=[CH:19][C:18]([O:21][C:22]([F:25])([F:24])[F:23])=[CH:17][CH:16]=3)[CH2:12][CH:11]([C:26](O)=[O:27])[CH2:10]2)=[O:8])[CH2:6][CH2:5][O:4][CH2:3][CH2:2]1.O[N:30]=[C:31]([NH2:34])[CH2:32][CH3:33]. (4) The reactants are: [NH2:1][C:2]1[CH:3]=[C:4]2[C:9](=[CH:10][CH:11]=1)[CH:8]=[C:7]([OH:12])[CH:6]=[CH:5]2.[C:13]1([CH2:19][C:20](Cl)=[O:21])[CH:18]=[CH:17][CH:16]=[CH:15][CH:14]=1. Given the product [OH:12][C:7]1[CH:8]=[C:9]2[C:4](=[CH:5][CH:6]=1)[CH:3]=[C:2]([NH:1][C:20](=[O:21])[CH2:19][C:13]1[CH:18]=[CH:17][CH:16]=[CH:15][CH:14]=1)[CH:11]=[CH:10]2, predict the reactants needed to synthesize it. (5) The reactants are: [Cl:1][C:2]1[CH:8]=[CH:7][C:5]([NH2:6])=[CH:4][C:3]=1[I:9].[F:10][C:11]([F:23])([F:22])[C:12]1[N:17]=[C:16]([CH3:18])[C:15]([C:19](Cl)=[O:20])=[CH:14][CH:13]=1. Given the product [Cl:1][C:2]1[CH:8]=[CH:7][C:5]([NH:6][C:19]([C:15]2[C:16]([CH3:18])=[N:17][C:12]([C:11]([F:23])([F:10])[F:22])=[CH:13][CH:14]=2)=[O:20])=[CH:4][C:3]=1[I:9], predict the reactants needed to synthesize it.